From a dataset of Full USPTO retrosynthesis dataset with 1.9M reactions from patents (1976-2016). Predict the reactants needed to synthesize the given product. Given the product [N:29]1([C@H:24]2[CH2:25][CH2:26][CH2:27][CH2:28][C@H:23]2[NH:22][C:15]2[N:14]=[C:13]([NH:12][C:8]3[CH:9]=[CH:10][CH:11]=[C:6]([N:2]4[N:3]=[CH:4][CH:5]=[N:1]4)[CH:7]=3)[C:18]([C:19]([NH2:21])=[O:20])=[CH:17][N:16]=2)[CH:33]=[CH:32][N:31]=[N:30]1, predict the reactants needed to synthesize it. The reactants are: [N:1]1[N:2]([C:6]2[CH:7]=[C:8]([NH:12][C:13]3[C:18]([C:19]([NH2:21])=[O:20])=[CH:17][N:16]=[C:15]([NH:22][C@@H:23]4[CH2:28][CH2:27][CH2:26][CH2:25][C@@H:24]4[N:29]=[N+:30]=[N-:31])[N:14]=3)[CH:9]=[CH:10][CH:11]=2)[N:3]=[CH:4][CH:5]=1.[C:32]([Si](C)(C)C)#[CH:33].C1CCN2C(=NCCC2)CC1.C(O)(C(F)(F)F)=O.